Dataset: Reaction yield outcomes from USPTO patents with 853,638 reactions. Task: Predict the reaction yield, written as a fraction of the theoretical maximum amount of product (1.0 means a 100% yield; for example, 0.34 means a 34% yield). (1) The yield is 0.990. The reactants are [Si]([O:8][CH:9]([C:20]([F:23])([F:22])[F:21])[CH2:10][C:11]([C:14]1[CH:19]=[CH:18][CH:17]=[CH:16][N:15]=1)([CH3:13])[CH3:12])(C(C)(C)C)(C)C.[F-].C([N+](CCCC)(CCCC)CCCC)CCC. No catalyst specified. The product is [F:23][C:20]([F:21])([F:22])[CH:9]([OH:8])[CH2:10][C:11]([CH3:12])([C:14]1[CH:19]=[CH:18][CH:17]=[CH:16][N:15]=1)[CH3:13]. (2) The reactants are [OH:1][CH:2]1[CH2:7][CH2:6][NH:5][CH2:4][CH2:3]1.[C:8]1(=O)[CH2:11][CH2:10][CH2:9]1.C(O)(=O)C.C(O[BH-](OC(=O)C)OC(=O)C)(=O)C.[Na+]. The catalyst is O1CCCC1. The product is [CH:8]1([N:5]2[CH2:6][CH2:7][CH:2]([OH:1])[CH2:3][CH2:4]2)[CH2:11][CH2:10][CH2:9]1. The yield is 0.670. (3) The reactants are Cl[C:2]1[N:7]=[C:6]([NH:8][C@@H:9]2[CH2:15][CH2:14][CH2:13][CH2:12][N:11]([C:16]([N:18]([CH3:20])[CH3:19])=[O:17])[CH2:10]2)[CH:5]=[N:4][C:3]=1[C:21]#[N:22].Cl.[CH3:24][C:25]1[CH:29]=[C:28]([NH2:30])[S:27][N:26]=1.C1C=CC(P(C2C(C3C(P(C4C=CC=CC=4)C4C=CC=CC=4)=CC=C4C=3C=CC=C4)=C3C(C=CC=C3)=CC=2)C2C=CC=CC=2)=CC=1.C([O-])([O-])=O.[Cs+].[Cs+]. The catalyst is O1CCOCC1.CC([O-])=O.CC([O-])=O.[Pd+2]. The product is [C:21]([C:3]1[N:4]=[CH:5][C:6]([NH:8][C@@H:9]2[CH2:15][CH2:14][CH2:13][CH2:12][N:11]([C:16]([N:18]([CH3:20])[CH3:19])=[O:17])[CH2:10]2)=[N:7][C:2]=1[NH:30][C:28]1[S:27][N:26]=[C:25]([CH3:24])[CH:29]=1)#[N:22]. The yield is 0.310. (4) The reactants are [Cl:1][C:2]1[CH:3]=[C:4]([C@@H:9]([C:22]2[CH:27]=[CH:26][C:25]([C:28]3[CH:29]=[N:30][NH:31][CH:32]=3)=[CH:24][CH:23]=2)[CH2:10][C:11]([NH:13][C@H](C2C=CC=CC=2)C)=[O:12])[CH:5]=[CH:6][C:7]=1[Cl:8].O.[OH-].[Na+]. The catalyst is S(=O)(=O)(O)O. The product is [Cl:1][C:2]1[CH:3]=[C:4]([C@@H:9]([C:22]2[CH:27]=[CH:26][C:25]([C:28]3[CH:32]=[N:31][NH:30][CH:29]=3)=[CH:24][CH:23]=2)[CH2:10][C:11]([NH2:13])=[O:12])[CH:5]=[CH:6][C:7]=1[Cl:8]. The yield is 0.670. (5) The reactants are CC1(C)C(C)(C)OB([C:9]2[CH:10]=[C:11]([CH:32]=[CH:33][CH:34]=2)[CH2:12][N:13]([C:25]([O:27][C:28]([CH3:31])([CH3:30])[CH3:29])=[O:26])[CH2:14][CH2:15][N:16]([CH3:24])C(=O)OC(C)(C)C)O1.Br[C:37]1[CH:53]=[C:52]([CH3:54])[C:40]2[NH:41][C:42]([C:44]3[CH:49]=[CH:48][CH:47]=[CH:46][C:45]=3[O:50][CH3:51])=[N:43][C:39]=2[CH:38]=1.[C:55](=[O:58])([O-])[O-:56].[Na+].[Na+]. The catalyst is COCCOC.O.C1C=CC([P]([Pd]([P](C2C=CC=CC=2)(C2C=CC=CC=2)C2C=CC=CC=2)([P](C2C=CC=CC=2)(C2C=CC=CC=2)C2C=CC=CC=2)[P](C2C=CC=CC=2)(C2C=CC=CC=2)C2C=CC=CC=2)(C2C=CC=CC=2)C2C=CC=CC=2)=CC=1. The product is [CH3:51][O:50][C:45]1[CH:46]=[CH:47][CH:48]=[CH:49][C:44]=1[C:42]1[NH:41][C:40]2[C:52]([CH3:54])=[CH:53][C:37]([C:9]3[CH:10]=[C:11]([CH:32]=[CH:33][CH:34]=3)[CH2:12][N:13]([CH2:14][CH2:15][NH:16][CH2:24][C:55]([O:56][C:11]([CH3:32])([CH3:12])[CH3:10])=[O:58])[C:25](=[O:26])[O:27][C:28]([CH3:29])([CH3:30])[CH3:31])=[CH:38][C:39]=2[N:43]=1. The yield is 0.483.